The task is: Predict the reactants needed to synthesize the given product.. This data is from Retrosynthesis with 50K atom-mapped reactions and 10 reaction types from USPTO. Given the product N#Cc1cn(-c2ccnc(Cl)c2)cc1-c1ccccc1, predict the reactants needed to synthesize it. The reactants are: Clc1cc(I)ccn1.N#Cc1c[nH]cc1-c1ccccc1.